Predict which catalyst facilitates the given reaction. From a dataset of Catalyst prediction with 721,799 reactions and 888 catalyst types from USPTO. (1) Product: [F:47][C:44]1[CH:45]=[CH:46][C:41]([CH2:40][CH2:39][C:28]2[CH:29]=[C:30]([OH:31])[C:25](=[O:24])[NH:26][N:27]=2)=[CH:42][C:43]=1[CH3:48]. Reactant: OC1C(=O)NN=C(CCC2C=CC=CC=2)C=1.C([O:24][C:25]1[N:26]=[N:27][C:28]([C:39]#[C:40][C:41]2[CH:46]=[CH:45][C:44]([F:47])=[C:43]([CH3:48])[CH:42]=2)=[CH:29][C:30]=1[O:31]CC1C=CC=CC=1)C1C=CC=CC=1.C(OCC)(=O)C. The catalyst class is: 5. (2) Reactant: [C:1]([O:5][C@@H:6]([C:11]1[C:42]([CH3:43])=[N:41][C:40]2=[CH:44][C:37]3=[N:38][N:39]2[C:12]=1[C:13]1[CH:47]=[C:46]2[C:16]([O:17][CH2:18][CH2:19][N:20]2[CH2:21][CH:22]=[CH:23][CH2:24][CH2:25][C:26]2[CH:27]=[CH:28][CH:29]=[CH:30][C:31]=2[C:32]2[CH:45]=[C:36]3[CH:35]=[CH:34][CH:33]=2)=[CH:15][C:14]=1[CH3:48])[C:7]([O:9][CH3:10])=[O:8])([CH3:4])([CH3:3])[CH3:2]. Product: [C:1]([O:5][C@@H:6]([C:11]1[C:42]([CH3:43])=[N:41][C:40]2=[CH:44][C:37]3=[N:38][N:39]2[C:12]=1[C:13]1[CH:47]=[C:46]2[C:16]([O:17][CH2:18][CH2:19][N:20]2[CH2:21][CH2:22][CH2:23][CH2:24][CH2:25][C:26]2[CH:27]=[CH:28][CH:29]=[CH:30][C:31]=2[C:32]2[CH:45]=[C:36]3[CH:35]=[CH:34][CH:33]=2)=[CH:15][C:14]=1[CH3:48])[C:7]([O:9][CH3:10])=[O:8])([CH3:4])([CH3:3])[CH3:2]. The catalyst class is: 19. (3) Reactant: [F:1][C:2]1[CH:7]=[CH:6][CH:5]=[CH:4][C:3]=1[C:8]1[CH:20]=[CH:19][C:11]([C:12]([O:14]C(C)(C)C)=[O:13])=[CH:10][N:9]=1.C(O)(C(F)(F)F)=O.C1(C)C=CC=CC=1. Product: [F:1][C:2]1[CH:7]=[CH:6][CH:5]=[CH:4][C:3]=1[C:8]1[CH:20]=[CH:19][C:11]([C:12]([OH:14])=[O:13])=[CH:10][N:9]=1. The catalyst class is: 2. (4) Reactant: [CH:1]1[C:2]2[C:9](=O)[NH:8][CH:7]=[N:6][C:3]=2[NH:4][N:5]=1.[N:11]1([C:17]([O:19][CH2:20][CH3:21])=[O:18])[CH2:16][CH2:15][NH:14][CH2:13][CH2:12]1.C[Si](C)(C)N[Si](C)(C)C.S([O-])([O-])(=O)=O.[NH4+].[NH4+]. Product: [CH2:20]([O:19][C:17]([N:11]1[CH2:12][CH2:13][N:14]([C:9]2[N:8]=[CH:7][N:6]=[C:3]3[NH:4][N:5]=[CH:1][C:2]=23)[CH2:15][CH2:16]1)=[O:18])[CH3:21]. The catalyst class is: 5. (5) Reactant: Cl[C:2]1[CH:3]=[C:4]2[C:8](=[CH:9][CH:10]=1)NC(C(O)=O)=C2.[CH2:14]([O:16][C:17](=[O:31])[CH2:18]N1C2C=C(N)C=CC=2OCCC1)[CH3:15].F[P-](F)(F)(F)(F)F.N1(O[P+](N(C)C)(N(C)C)N(C)C)C2C=CC=CC=2N=N1.C(N(CC)CC)C. Product: [CH3:15][CH2:14][O:16][C:17]([CH3:18])=[O:31].[CH3:4][CH2:3][CH2:2][CH2:10][CH2:9][CH3:8]. The catalyst class is: 1. (6) Reactant: [CH2:1]([CH2:15][C:16]([NH:18][CH:19]([OH:23])[CH2:20][CH2:21]O)=[S:17])[CH2:2][CH2:3][CH2:4][CH2:5][CH2:6][CH2:7][CH2:8][CH2:9][CH2:10][CH2:11][CH2:12][CH2:13][CH3:14].CN([C:27]1[CH:32]=[CH:31][CH:30]=[CH:29]N=1)C.[CH2:33](CC(O)=S)[CH2:34][CH2:35][CH2:36][CH2:37][CH2:38][CH2:39][CH2:40][CH2:41][CH2:42][CH2:43][CH2:44][CH2:45][CH3:46]. Product: [CH2:1]([CH2:15][C:16]([NH:18][C:19]([O:23][C:16](=[S:17])[CH3:15])([CH2:46][CH2:45][CH2:44][CH2:43][CH2:42][CH2:41][CH2:40][CH2:39][CH2:38][CH2:37][CH2:36][CH2:35][CH2:34][CH3:33])[CH2:20][CH2:21][CH2:27][CH2:32][CH2:31][CH2:30][CH2:29][CH2:1][CH2:2][CH2:3][CH2:4][CH2:5][CH2:6][CH2:7][CH2:8][CH3:9])=[S:17])[CH2:2][CH2:3][CH2:4][CH2:5][CH2:6][CH2:7][CH2:8][CH2:9][CH2:10][CH2:11][CH2:12][CH2:13][CH3:14]. The catalyst class is: 4.